Dataset: Experimentally validated miRNA-target interactions with 360,000+ pairs, plus equal number of negative samples. Task: Binary Classification. Given a miRNA mature sequence and a target amino acid sequence, predict their likelihood of interaction. (1) The miRNA is mmu-miR-3100-3p with sequence CUGUGACACACCCGCUCCCAG. The protein sequence of the target gene is MASQPSSLKKKEEKGRNIQVVVRCRPFNLAERKANAHSVVECDHARKEVSVRTAGLTDKTSKKTYTFDMVFGASTKQIDVYRSVVCPILDEVIMGYNCTIFAYGQTGTGKTFTMEGERSPNEVYTWEEDPLAGIIPRTLHQIFEKLTDNGTEFSVKVSLLEIYNEELFDLLSPSSDVSERLQMFDDPRNKRGVIIKGLEEITVHNKDEVYQILEKGAAKRTTAATLMNAYSSRSHSVFSVTIHMKETTIDGEELVKIGKLNLVDLAGSENIGRSGAVDKRAREAGNINQSLLTLGRVITA.... Result: 0 (no interaction). (2) The miRNA is hsa-miR-6873-3p with sequence UUCUCUCUGUCUUUCUCUCUCAG. The protein sequence of the target gene is MWRAGSMSAELGVGCALRAVNERVQQAVARRPRDLPAIQPRLVAVSKTKPADMVIEAYGHGQRTFGENYVQELLEKASNPKILSLCPEIKWHFIGHLQKQNVNKLMAVPNLFMLETVDSVKLADKVNSSWQRKGSPERLKVMVQINTSGEESKHGLPPSETIAIVEHINAKCPNLEFVGLMTIGSFGHDLSQGPNPDFQLLLSLREELCKKLNIPADQVELSMGMSADFQHAVEVGSTNVRIGSTIFGERDYSKKPTPDKCAADVKAPLEVAQEH. Result: 0 (no interaction). (3) The miRNA is mmu-miR-29c-3p with sequence UAGCACCAUUUGAAAUCGGUUA. The protein sequence of the target gene is MAGAAGPGSGPGAAGGDGDDSLYPIAVLIDELRNEDVQLRLNSIKKLSTIALALGVERTRTELLPFLTDTIYDEDEVLLALAEQLGNFTGLVGGPDFAHCLLPPLESLATVEETVVRDKAVESLRQISQEHTPVALEAHFVPLVKRLASGDWFTSRTSACGLFSVCYPRASNAVKAEIRQHFRSLCSDDTPMVRRAAASKLGEFAKVLELDSVKTEIVPLFTNLASDEQDSVRLLAVEACVSIAQLLSQEDLEALVMPTLRQAAEDKSWRVRYMVADKFSELQKAVGPKIALSDLIPAFQ.... Result: 0 (no interaction). (4) The miRNA is hsa-miR-1276 with sequence UAAAGAGCCCUGUGGAGACA. The protein sequence of the target gene is MRSPLCWLLPLLILASVAQGQPTRRPRPGTGPGRRPRPRPRPTPSFPQPDEPAEPTDLPPPLPPGPPSIFPDCPRECYCPPDFPSALYCDSRNLRKVPVIPPRIHYLYLQNNFITELPVESFQNATGLRWINLDNNRIRKIDQRVLEKLPGLVFLYMEKNQLEEVPSALPRNLEQLRLSQNHISRIPPGVFSKLENLLLLDLQHNRLSDGVFKPDTFHGLKNLMQLNLAHNILRKMPPRVPTAIHQLYLDSNKIETIPNGYFKSFPNLAFIRLNYNKLTDRGLPKNSFNISNLLVLHLSH.... Result: 0 (no interaction). (5) The miRNA is hsa-miR-551a with sequence GCGACCCACUCUUGGUUUCCA. The protein sequence of the target gene is MSCTIEKALADAKALVERLRDHDDAAESLIEQTTALSKRVEAMKQYQEEIQELNEVARHRPRSTLVMGIQQENRQIRELQQENKELRTSLEEHQSALELIMSKYREQMFRLLMASKKDDPGIIMKLKEQHSKIDMVHRNSCEGFFLDASRHILEAPQHGLERRHLEANQNELQAHVDQITEMAAVMRKAIEIDEQQGCKEQERIFQLEQENKGLREILQITRESFLNLRKDDASESTSLSALVTNSDLSLRKS. Result: 0 (no interaction). (6) The miRNA is hsa-miR-5695 with sequence ACUCCAAGAAGAAUCUAGACAG. The protein sequence of the target gene is MAALRPLVKPKIVKKRTKKFIRHQSDRYVKIKRNWRKPRGIDNRVRRRFKGQILMPNIGYGSNKKTKHMLPSGFRKFLVHNVKELEVLLMCNKSYCAEIAHNVSSKNRKAIVERAAQLAIRVTNPNARLRSEENE. Result: 1 (interaction). (7) Result: 0 (no interaction). The protein sequence of the target gene is MPAVDKLLLEEALQDSPQARSLLSVFEEDAGTLTDYTNQLLQAMQRVYGAQNEMCLATQQLSRQLLAYEKQNFALGKGDEEVISTLHYFSKVMDELNGLHTELAKQLADTMVLPVIQFREKDLTEVSTLKDLFGLASSEHDLSMAKYSRLPKKKENEKAKTEIVKEVAAARRKQHLSSLQYYCALNALQYRKRAAMMEPLIGFAHGQINFFKRGAEMFSKSMDGFLSSVKDMVQSIQVELEAEADKMRVSQQELLSVSESVYTPDIDVATAQINRNLIQKTGYLNLRNKTGLVTTTWERL.... The miRNA is rno-miR-140-3p with sequence UACCACAGGGUAGAACCACGG. (8) The miRNA is hsa-miR-548d-3p with sequence CAAAAACCACAGUUUCUUUUGC. The protein sequence of the target gene is MVMKTGQYVLYEQKLKSLLNENAKLVINTKHREFSNWKDPSCSS. Result: 0 (no interaction).